This data is from NCI-60 drug combinations with 297,098 pairs across 59 cell lines. The task is: Regression. Given two drug SMILES strings and cell line genomic features, predict the synergy score measuring deviation from expected non-interaction effect. (1) Drug 1: CCC1(CC2CC(C3=C(CCN(C2)C1)C4=CC=CC=C4N3)(C5=C(C=C6C(=C5)C78CCN9C7C(C=CC9)(C(C(C8N6C=O)(C(=O)OC)O)OC(=O)C)CC)OC)C(=O)OC)O.OS(=O)(=O)O. Drug 2: C1CNP(=O)(OC1)N(CCCl)CCCl. Cell line: HOP-62. Synergy scores: CSS=-4.38, Synergy_ZIP=9.84, Synergy_Bliss=11.8, Synergy_Loewe=3.67, Synergy_HSA=0.493. (2) Drug 1: C1C(C(OC1N2C=NC3=C(N=C(N=C32)Cl)N)CO)O. Drug 2: C1=NC2=C(N=C(N=C2N1C3C(C(C(O3)CO)O)O)F)N. Cell line: LOX IMVI. Synergy scores: CSS=20.1, Synergy_ZIP=-0.0562, Synergy_Bliss=-1.78, Synergy_Loewe=-16.2, Synergy_HSA=-0.598. (3) Drug 1: CC(CN1CC(=O)NC(=O)C1)N2CC(=O)NC(=O)C2. Drug 2: CC1CCC2CC(C(=CC=CC=CC(CC(C(=O)C(C(C(=CC(C(=O)CC(OC(=O)C3CCCCN3C(=O)C(=O)C1(O2)O)C(C)CC4CCC(C(C4)OC)OCCO)C)C)O)OC)C)C)C)OC. Cell line: PC-3. Synergy scores: CSS=36.1, Synergy_ZIP=-12.7, Synergy_Bliss=-5.17, Synergy_Loewe=-0.440, Synergy_HSA=0.787. (4) Drug 1: C1CC(C1)(C2=CC=C(C=C2)C3=C(C=C4C(=N3)C=CN5C4=NNC5=O)C6=CC=CC=C6)N. Drug 2: CC(C)(C#N)C1=CC=C(C=C1)N2C3=C4C=C(C=CC4=NC=C3N(C2=O)C)C5=CC6=CC=CC=C6N=C5. Cell line: HCT116. Synergy scores: CSS=50.0, Synergy_ZIP=7.18, Synergy_Bliss=4.89, Synergy_Loewe=-0.831, Synergy_HSA=6.70. (5) Drug 1: C1=CC(=CC=C1CCC2=CNC3=C2C(=O)NC(=N3)N)C(=O)NC(CCC(=O)O)C(=O)O. Drug 2: CN(CCCl)CCCl.Cl. Cell line: A549. Synergy scores: CSS=47.1, Synergy_ZIP=-5.58, Synergy_Bliss=-1.84, Synergy_Loewe=-7.06, Synergy_HSA=0.466.